Predict which catalyst facilitates the given reaction. From a dataset of Catalyst prediction with 721,799 reactions and 888 catalyst types from USPTO. (1) Reactant: [OH-].[Li+].[F:3][C:4]([F:27])([F:26])[C:5]1[N:10]=[CH:9][C:8]([O:11][C:12]2[CH:13]=[C:14]3[C:19](=[CH:20][CH:21]=2)[N:18]=[C:17]([C:22]([O:24]C)=[O:23])[CH:16]=[CH:15]3)=[CH:7][CH:6]=1.O1CCCC1.Cl. Product: [F:27][C:4]([F:3])([F:26])[C:5]1[N:10]=[CH:9][C:8]([O:11][C:12]2[CH:13]=[C:14]3[C:19](=[CH:20][CH:21]=2)[N:18]=[C:17]([C:22]([OH:24])=[O:23])[CH:16]=[CH:15]3)=[CH:7][CH:6]=1. The catalyst class is: 6. (2) Reactant: [CH2:1](I)[CH3:2].[O:4]1[CH:8]=[CH:7][CH:6]=[C:5]1[C:9](=[CH2:13])[C:10]([OH:12])=[O:11].C(N(C(C)C)CC)(C)C. Product: [O:4]1[CH:8]=[CH:7][CH:6]=[C:5]1[C:9](=[CH2:13])[C:10]([O:12][CH2:1][CH3:2])=[O:11]. The catalyst class is: 10. (3) Reactant: [CH3:1][O:2][C:3]1[CH:8]=[C:7]([O:9][CH3:10])[CH:6]=[CH:5][C:4]=1[CH2:11][NH2:12].[Br:13][C:14]1[N:15]=[C:16]([C@@H:25]2[CH2:30][CH2:29][CH2:28][N:27]([C:31]([O:33][CH2:34][C:35]3[CH:40]=[CH:39][CH:38]=[CH:37][CH:36]=3)=[O:32])[CH2:26]2)[N:17]2[C:22]([Cl:23])=[CH:21][N:20]=[C:19](Cl)[C:18]=12.C(N(C(C)C)C(C)C)C. Product: [Br:13][C:14]1[N:15]=[C:16]([C@@H:25]2[CH2:30][CH2:29][CH2:28][N:27]([C:31]([O:33][CH2:34][C:35]3[CH:40]=[CH:39][CH:38]=[CH:37][CH:36]=3)=[O:32])[CH2:26]2)[N:17]2[C:22]([Cl:23])=[CH:21][N:20]=[C:19]([NH:12][CH2:11][C:4]3[CH:5]=[CH:6][C:7]([O:9][CH3:10])=[CH:8][C:3]=3[O:2][CH3:1])[C:18]=12. The catalyst class is: 12. (4) Product: [CH:15]([N:12]1[CH2:13][CH2:14][CH:10]([CH2:9][NH:7][CH3:6])[CH2:11]1)([C:22]1[CH:27]=[CH:26][CH:25]=[CH:24][CH:23]=1)[C:16]1[CH:17]=[CH:18][CH:19]=[CH:20][CH:21]=1. Reactant: C(O[C:6](=O)[N:7]([CH2:9][CH:10]1[CH2:14][CH2:13][N:12]([CH:15]([C:22]2[CH:27]=[CH:26][CH:25]=[CH:24][CH:23]=2)[C:16]2[CH:21]=[CH:20][CH:19]=[CH:18][CH:17]=2)[CH2:11]1)C)(C)(C)C.C(O)(C(F)(F)F)=O. The catalyst class is: 2. (5) The catalyst class is: 352. Reactant: [F:1][C:2]1[CH:7]=[C:6]([CH3:8])[CH:5]=[C:4]([N+:9]([O-])=O)[C:3]=1[O:12][CH3:13]. Product: [F:1][C:2]1[C:3]([O:12][CH3:13])=[C:4]([CH:5]=[C:6]([CH3:8])[CH:7]=1)[NH2:9]. (6) Reactant: [F:1][C:2]([F:21])([F:20])[C:3]([N:5]1[CH2:11][CH:10]([CH3:12])[C:9]2[CH:13]=[C:14](Br)[C:15]([O:17][CH3:18])=[CH:16][C:8]=2[CH2:7][CH2:6]1)=[O:4].[C:22]([Cu])#[N:23]. Product: [F:1][C:2]([F:21])([F:20])[C:3]([N:5]1[CH2:11][CH:10]([CH3:12])[C:9]2[CH:13]=[C:14]([C:22]#[N:23])[C:15]([O:17][CH3:18])=[CH:16][C:8]=2[CH2:7][CH2:6]1)=[O:4]. The catalyst class is: 35. (7) Reactant: [NH2:1][C:2]1[CH:6]=[CH:5][S:4][C:3]=1[C:7]([O:9][CH3:10])=[O:8].N1C=CC=CC=1.[C:17](Cl)(=[O:21])[CH2:18][CH2:19][CH3:20]. The catalyst class is: 2. Product: [C:17]([NH:1][C:2]1[CH:6]=[CH:5][S:4][C:3]=1[C:7]([O:9][CH3:10])=[O:8])(=[O:21])[CH2:18][CH2:19][CH3:20].